Dataset: Catalyst prediction with 721,799 reactions and 888 catalyst types from USPTO. Task: Predict which catalyst facilitates the given reaction. (1) Reactant: [Br:1]N1C(=O)CCC1=O.[Br:9][C:10]1[CH:11]=[CH:12][C:13]([CH2:20][CH3:21])=[C:14]([CH:19]=1)[C:15]([O:17][CH3:18])=[O:16]. Product: [Br:9][C:10]1[CH:11]=[CH:12][C:13]([CH:20]([Br:1])[CH3:21])=[C:14]([CH:19]=1)[C:15]([O:17][CH3:18])=[O:16]. The catalyst class is: 734. (2) Reactant: [NH2:1][C:2]1[CH:3]=[C:4]([CH:8]=[CH:9][N:10]=1)[C:5]([NH2:7])=O.P12(SP3(SP(SP(S3)(S1)=S)(=S)S2)=S)=[S:12]. Product: [NH2:1][C:2]1[CH:3]=[C:4]([C:5](=[S:12])[NH2:7])[CH:8]=[CH:9][N:10]=1. The catalyst class is: 17. (3) Reactant: [Br:1][C:2]1([CH2:7][CH2:8][CH2:9][CH2:10][O:11]C(=O)C2C=CC(C)=CC=2)[CH2:4][C:3]1([Br:6])[Br:5].C(=O)([O-])[O-].[K+].[K+].O. Product: [Br:1][C:2]1([CH2:7][CH2:8][CH2:9][CH2:10][OH:11])[CH2:4][C:3]1([Br:6])[Br:5]. The catalyst class is: 5. (4) Reactant: [F:1][C:2]1[CH:3]=[CH:4][C:5]([N+:9]([O-:11])=[O:10])=[C:6]([OH:8])[CH:7]=1.[OH-].[K+].Br[CH2:15][CH2:16][CH2:17][O:18][CH:19]1[CH2:24][CH2:23][CH2:22][CH2:21][O:20]1. Product: [F:1][C:2]1[CH:3]=[CH:4][C:5]([N+:9]([O-:11])=[O:10])=[C:6]([CH:7]=1)[O:8][CH2:15][CH2:16][CH2:17][O:18][CH:19]1[CH2:24][CH2:23][CH2:22][CH2:21][O:20]1. The catalyst class is: 35. (5) Reactant: [F:1][C:2]1[CH:32]=[CH:31][CH:30]=[C:29]([F:33])[C:3]=1[C:4]([NH:6][C:7]1[C:8]([C:18]2[N:19](O)[C:20]([C:24]([F:27])([F:26])[F:25])=[C:21]([CH3:23])[N:22]=2)=[N:9][N:10](C2CCCCO2)[CH:11]=1)=[O:5]. Product: [F:33][C:29]1[CH:30]=[CH:31][CH:32]=[C:2]([F:1])[C:3]=1[C:4]([NH:6][C:7]1[C:8]([C:18]2[NH:19][C:20]([C:24]([F:25])([F:26])[F:27])=[C:21]([CH3:23])[N:22]=2)=[N:9][NH:10][CH:11]=1)=[O:5]. The catalyst class is: 5. (6) Reactant: [CH3:1][C:2]1[C:6]([C:7]2[CH:8]=[C:9]3[C:13](=[C:14]([O:16][CH3:17])[CH:15]=2)[NH:12][C:11](=[O:18])[C:10]3=[O:19])=[C:5]([CH3:20])[O:4][N:3]=1.C1COCC1.[C:26]1([Mg]Br)[CH:31]=[CH:30][CH:29]=[CH:28][CH:27]=1.CC1CCCO1. Product: [CH3:1][C:2]1[C:6]([C:7]2[CH:8]=[C:9]3[C:13](=[C:14]([O:16][CH3:17])[CH:15]=2)[NH:12][C:11](=[O:18])[C:10]3([OH:19])[C:26]2[CH:31]=[CH:30][CH:29]=[CH:28][CH:27]=2)=[C:5]([CH3:20])[O:4][N:3]=1. The catalyst class is: 25. (7) Reactant: N(OCCC(C)C)=O.[Br:9][C:10]1[CH:16]=[CH:15][C:13](N)=[C:12]([C:17]([F:20])([F:19])[F:18])[CH:11]=1.[CH3:21][S:22]C. Product: [Br:9][C:10]1[CH:16]=[CH:15][C:13]([S:22][CH3:21])=[C:12]([C:17]([F:20])([F:19])[F:18])[CH:11]=1. The catalyst class is: 10. (8) Reactant: [C:1]1([C:6]2[C:14]3[C:9](=[CH:10][N:11]=[C:12]([C:15]4[CH:16]=[N:17][CH:18]=[CH:19][CH:20]=4)[CH:13]=3)[N:8](C3CCCCO3)[N:7]=2)[CH2:5][CH2:4][CH2:3][CH:2]=1. Product: [C:1]1([C:6]2[C:14]3[C:9](=[CH:10][N:11]=[C:12]([C:15]4[CH:16]=[N:17][CH:18]=[CH:19][CH:20]=4)[CH:13]=3)[NH:8][N:7]=2)[CH2:5][CH2:4][CH2:3][CH:2]=1. The catalyst class is: 55. (9) Reactant: [CH3:1][O:2][C:3]([C:5]1[N:6]=[C:7](Br)[C:8]2[C:13]([C:14]=1[OH:15])=[CH:12][CH:11]=[C:10]([O:16][C:17]1[CH:22]=[CH:21][CH:20]=[CH:19][CH:18]=1)[CH:9]=2)=[O:4].[Sn](C)(C)(C)[CH3:25]. Product: [CH3:1][O:2][C:3]([C:5]1[N:6]=[C:7]([CH3:25])[C:8]2[C:13]([C:14]=1[OH:15])=[CH:12][CH:11]=[C:10]([O:16][C:17]1[CH:22]=[CH:21][CH:20]=[CH:19][CH:18]=1)[CH:9]=2)=[O:4]. The catalyst class is: 60. (10) Reactant: [CH3:1][O:2][C:3]1[CH:8]=[C:7]([N:9]2[CH2:14][CH2:13][N:12]([CH3:15])[CH2:11][CH2:10]2)[CH:6]=[CH:5][C:4]=1[NH2:16].[CH2:17]([O:19][C:20]([C:22]1[CH:26]=[C:25]([C:27]2[CH:32]=[CH:31][N:30]=[C:29](I)[N:28]=2)[N:24]([CH3:34])[CH:23]=1)=[O:21])[CH3:18].C(=O)([O-])[O-].[K+].[K+]. Product: [CH2:17]([O:19][C:20]([C:22]1[CH:26]=[C:25]([C:27]2[CH:32]=[CH:31][N:30]=[C:29]([NH:16][C:4]3[CH:5]=[CH:6][C:7]([N:9]4[CH2:10][CH2:11][N:12]([CH3:15])[CH2:13][CH2:14]4)=[CH:8][C:3]=3[O:2][CH3:1])[N:28]=2)[N:24]([CH3:34])[CH:23]=1)=[O:21])[CH3:18]. The catalyst class is: 613.